The task is: Binary Classification. Given a miRNA mature sequence and a target amino acid sequence, predict their likelihood of interaction.. This data is from Experimentally validated miRNA-target interactions with 360,000+ pairs, plus equal number of negative samples. (1) The miRNA is hsa-miR-5705 with sequence UGUUUCGGGGCUCAUGGCCUGUG. The protein sequence of the target gene is MAAREELYSKVTPRRDRLQRPGTVKHGSALDVLLSMGFPRARAQKALASTGGRSVQAACDWLFSHVGDPFLDDPLPREYVLYLRPTGPLAQKLSDFWQQSKQICGKNKAHNIFPHITLCQFFMCEDSKVDALGEALQTTVSRWKCKFSAPLPLELYTSSNFIGLFVKEDSAEVLKKFAADFAAEAASKTEVHVEPHKKQLHVTLAYHFQASHLPTLEKLAQNIDVKLGCDWVATIFSRDIRFANHETLQVIYPYSPQNDDELELVPGDFIFMSPMEQTSTSEGWIYGTSLTTGCSGLLPE.... Result: 0 (no interaction). (2) The miRNA is hsa-miR-4293 with sequence CAGCCUGACAGGAACAG. The protein sequence of the target gene is MSASSLLEQRPKGQGNKVQNGSVHQKDGLNDDDFEPYLSPQARPNNAYTAMSDSYLPSYYSPSIGFSYSLGEAAWSTGGDTAMPYLTSYGQLSNGEPHFLPDAMFGQPGALGSTPFLGQHGFNFFPSGIDFSAWGNNSSQGQSTQSSGYSSNYAYAPSSLGGAMIDGQSAFANETLNKAPGMNTIDQGMAALKLGSTEVASNVPKVVGSAVGSGSITSNIVASNSLPPATIAPPKPASWADIASKPAKQQPKLKTKNGIAGSSLPPPPIKHNMDIGTWDNKGPVAKAPSQALVQNIGQPT.... Result: 0 (no interaction). (3) The miRNA is mmu-miR-709 with sequence GGAGGCAGAGGCAGGAGGA. The protein sequence of the target gene is MTRLRLLLLLGLLLRVAVCSVNTITLCKIGEFKHENLCCLQCSAGTYLRNPCQENHNKSECAPCDSEHFIDHKNRESECFPCSVCRDDQEEVAKCSRTADRVCQCKQGTYCDSENCLERCHTCSSCPDGRVVRKCNATMDTVCDKFDSEPGQSGSQCFCFSKPLGIVVIIAAFIIIIGAVIILILKIICYCKRGENIQLSSTML. Result: 1 (interaction).